This data is from Forward reaction prediction with 1.9M reactions from USPTO patents (1976-2016). The task is: Predict the product of the given reaction. Given the reactants F[C:2]1[CH:10]=[CH:9][C:8]([S:11]([CH3:14])(=[O:13])=[O:12])=[CH:7][C:3]=1[C:4]([OH:6])=[O:5].Cl.[CH2:16]([NH:18][CH2:19][CH3:20])[CH3:17], predict the reaction product. The product is: [CH2:16]([N:18]([CH2:19][CH3:20])[C:2]1[CH:10]=[CH:9][C:8]([S:11]([CH3:14])(=[O:13])=[O:12])=[CH:7][C:3]=1[C:4]([OH:6])=[O:5])[CH3:17].